Dataset: Forward reaction prediction with 1.9M reactions from USPTO patents (1976-2016). Task: Predict the product of the given reaction. (1) Given the reactants [F:1][C:2]1[CH:10]=[CH:9][CH:8]=[C:7]2[C:3]=1[C:4]([CH:11]=[O:12])=[CH:5][NH:6]2.C(=O)([O-])[O-].[K+].[K+].[CH3:19][C:20]([O:23][C:24](O[C:24]([O:23][C:20]([CH3:22])([CH3:21])[CH3:19])=[O:25])=[O:25])([CH3:22])[CH3:21], predict the reaction product. The product is: [F:1][C:2]1[CH:10]=[CH:9][CH:8]=[C:7]2[C:3]=1[C:4]([CH:11]=[O:12])=[CH:5][N:6]2[C:24]([O:23][C:20]([CH3:22])([CH3:21])[CH3:19])=[O:25]. (2) Given the reactants [CH2:1]([C:3]1([CH2:6][CH3:7])[CH2:5][O:4]1)[CH3:2].[Br:8][C:9]1[CH:10]=[C:11]([OH:15])[CH:12]=[CH:13][CH:14]=1.C(=O)([O-])[O-].[Cs+].[Cs+], predict the reaction product. The product is: [Br:8][C:9]1[CH:10]=[C:11]([CH:12]=[CH:13][CH:14]=1)[O:15][CH2:5][C:3]([OH:4])([CH2:6][CH3:7])[CH2:1][CH3:2]. (3) Given the reactants [Br-:1].[Br-].[Br-].C1([N+](C)(C)C)C=CC=CC=1.C1([N+](C)(C)C)C=CC=CC=1.C1([N+](C)(C)C)C=CC=CC=1.[C:34]([C:37]1[CH:38]=[CH:39][C:40]([O:55][CH2:56][C:57]2[CH:62]=[CH:61][CH:60]=[CH:59][CH:58]=2)=[C:41]([N:43]([CH2:48][C:49]2[CH:54]=[CH:53][CH:52]=[CH:51][CH:50]=2)[S:44]([CH3:47])(=[O:46])=[O:45])[CH:42]=1)(=[O:36])[CH3:35].C(=O)(O)[O-].[Na+], predict the reaction product. The product is: [CH2:48]([N:43]([C:41]1[CH:42]=[C:37]([C:34](=[O:36])[CH2:35][Br:1])[CH:38]=[CH:39][C:40]=1[O:55][CH2:56][C:57]1[CH:58]=[CH:59][CH:60]=[CH:61][CH:62]=1)[S:44]([CH3:47])(=[O:46])=[O:45])[C:49]1[CH:54]=[CH:53][CH:52]=[CH:51][CH:50]=1.